Predict the reactants needed to synthesize the given product. From a dataset of Full USPTO retrosynthesis dataset with 1.9M reactions from patents (1976-2016). Given the product [NH2:14][C:11]1[CH:12]=[CH:13][C:3]2[N:2]([CH3:1])[C:8](=[O:9])[CH2:7][CH2:6][CH2:5][C:4]=2[CH:10]=1, predict the reactants needed to synthesize it. The reactants are: [CH3:1][N:2]1[C:8](=[O:9])[CH2:7][CH2:6][CH2:5][C:4]2[CH:10]=[C:11]([N+:14]([O-])=O)[CH:12]=[CH:13][C:3]1=2.O.NN.